Dataset: Forward reaction prediction with 1.9M reactions from USPTO patents (1976-2016). Task: Predict the product of the given reaction. (1) Given the reactants [CH3:1][C:2]([S:7][C:8]1[S:12][C:11]([NH:13][C:14]([N:16]([C@H:27]2[CH2:32][CH2:31][C@H:30]([CH3:33])[CH2:29][CH2:28]2)[CH2:17][CH2:18][CH2:19][CH2:20][C:21]2[CH:26]=[CH:25][CH:24]=[CH:23][CH:22]=2)=[O:15])=[N:10][CH:9]=1)([CH3:6])[C:3]([OH:5])=[O:4].[CH2:34]1C2C(=CC=CC=2)CC1CCO.C(OC(=O)C(SC1SC(N)=NC=1)(C)C)C, predict the reaction product. The product is: [CH2:20]1[C:21]2[C:26](=[CH:25][CH:24]=[CH:23][CH:22]=2)[CH2:34][CH:19]1[CH2:18][CH2:17][N:16]([C@H:27]1[CH2:28][CH2:29][C@H:30]([CH3:33])[CH2:31][CH2:32]1)[C:14](=[O:15])[NH:13][C:11]1[S:12][C:8]([S:7][C:2]([CH3:1])([CH3:6])[C:3]([OH:5])=[O:4])=[CH:9][N:10]=1. (2) Given the reactants [Cl:1][C:2]1[C:10]([F:11])=[CH:9][CH:8]=[C:7]([F:12])[C:3]=1[CH:4]=[N:5][OH:6].[CH2:13]1C(=O)N(Cl)[C:15](=[O:16])[CH2:14]1.C(O)C#C.CCN(CC)CC, predict the reaction product. The product is: [Cl:1][C:2]1[C:10]([F:11])=[CH:9][CH:8]=[C:7]([F:12])[C:3]=1[C:4]1[CH:13]=[C:14]([CH2:15][OH:16])[O:6][N:5]=1. (3) Given the reactants F[C:2]1[CH:3]=[C:4]2[C:9](=[CH:10][C:11]=1[N+:12]([O-:14])=[O:13])[NH:8][C:7](=[O:15])[N:6]([NH:16][S:17]([CH3:20])(=[O:19])=[O:18])[C:5]2=[O:21].[CH3:22][C:23]1[N:24]=[CH:25][NH:26][C:27]=1[CH3:28], predict the reaction product. The product is: [CH3:22][C:23]1[N:24]=[CH:25][N:26]([C:2]2[CH:3]=[C:4]3[C:9](=[CH:10][C:11]=2[N+:12]([O-:14])=[O:13])[NH:8][C:7](=[O:15])[N:6]([NH:16][S:17]([CH3:20])(=[O:19])=[O:18])[C:5]3=[O:21])[C:27]=1[CH3:28]. (4) The product is: [Cl:1][C:2]1[CH:3]=[C:4]2[C:9](=[CH:10][CH:11]=1)[N:8]=[CH:7][C:6]([CH2:12][NH:53][CH3:52])=[C:5]2[NH:14][C:15]1[CH:20]=[CH:19][C:18]([N:21]2[CH2:26][CH2:25][N:24]([C:27]([O:29][C:30]([CH3:31])([CH3:32])[CH3:33])=[O:28])[CH2:23][CH2:22]2)=[C:17]([C:34]([F:37])([F:35])[F:36])[CH:16]=1. Given the reactants [Cl:1][C:2]1[CH:3]=[C:4]2[C:9](=[CH:10][CH:11]=1)[N:8]=[CH:7][C:6]([CH2:12]O)=[C:5]2[NH:14][C:15]1[CH:20]=[CH:19][C:18]([N:21]2[CH2:26][CH2:25][N:24]([C:27]([O:29][C:30]([CH3:33])([CH3:32])[CH3:31])=[O:28])[CH2:23][CH2:22]2)=[C:17]([C:34]([F:37])([F:36])[F:35])[CH:16]=1.[BH-](OC(C)=O)(OC(C)=O)OC(C)=O.[Na+].[CH3:52][NH2:53].Cl, predict the reaction product. (5) Given the reactants [Cl:1][C:2]1[CH:7]=[CH:6][C:5]([C:8]2[CH:16]=[CH:15][CH:14]=[C:13]3[C:9]=2[CH2:10][C:11](=[O:17])[NH:12]3)=[CH:4][CH:3]=1.[N:18]1([CH2:23][CH2:24][NH:25][C:26]([C:28]2[C:32]([CH3:33])=[C:31]([CH:34]=O)[NH:30][C:29]=2[CH3:36])=[O:27])[CH2:22][CH2:21][CH2:20][CH2:19]1, predict the reaction product. The product is: [N:18]1([CH2:23][CH2:24][NH:25][C:26]([C:28]2[C:32]([CH3:33])=[C:31]([CH:34]=[C:10]3[C:9]4[C:13](=[CH:14][CH:15]=[CH:16][C:8]=4[C:5]4[CH:4]=[CH:3][C:2]([Cl:1])=[CH:7][CH:6]=4)[NH:12][C:11]3=[O:17])[NH:30][C:29]=2[CH3:36])=[O:27])[CH2:22][CH2:21][CH2:20][CH2:19]1.